Predict the reactants needed to synthesize the given product. From a dataset of Full USPTO retrosynthesis dataset with 1.9M reactions from patents (1976-2016). (1) Given the product [C:1]([N:5]1[C:11]2[N:10]=[CH:9][N:8]=[C:7]([Cl:6])[C:12]=2[CH:13]=[CH:14]1)([CH3:4])([CH3:3])[CH3:2], predict the reactants needed to synthesize it. The reactants are: [C:1]([NH2:5])([CH3:4])([CH3:3])[CH3:2].[Cl:6][C:7]1[C:12]([CH2:13][CH:14]=O)=[C:11](Cl)[N:10]=[CH:9][N:8]=1. (2) The reactants are: [N:1]1([CH2:7][C:8]([N:10]([C:12]2[CH:17]=[CH:16][C:15]([N+:18]([O-])=O)=[CH:14][CH:13]=2)[CH3:11])=[O:9])[CH2:6][CH2:5][CH2:4][CH2:3][CH2:2]1. Given the product [N:1]1([CH2:7][C:8]([N:10]([C:12]2[CH:13]=[CH:14][C:15]([NH2:18])=[CH:16][CH:17]=2)[CH3:11])=[O:9])[CH2:6][CH2:5][CH2:4][CH2:3][CH2:2]1, predict the reactants needed to synthesize it. (3) The reactants are: [CH2:1]([O:8][C:9]([N:11]1[CH:15]([C:16]([OH:18])=O)[CH2:14][S:13][CH:12]1[C:19]1[CH:24]=[CH:23][N:22]=[CH:21][CH:20]=1)=[O:10])[C:2]1[CH:7]=[CH:6][CH:5]=[CH:4][CH:3]=1.C1CN([P+](Br)(N2CCCC2)N2CCCC2)CC1.F[P-](F)(F)(F)(F)F.CCN(C(C)C)C(C)C.[Br:58][C:59]1[CH:60]=[C:61]([NH2:66])[C:62]([NH2:65])=[CH:63][CH:64]=1. Given the product [CH2:1]([O:8][C:9]([N:11]1[CH:15]([C:16](=[O:18])[NH:65][C:62]2[CH:63]=[CH:64][C:59]([Br:58])=[CH:60][C:61]=2[NH2:66])[CH2:14][S:13][C@H:12]1[C:19]1[CH:20]=[CH:21][N:22]=[CH:23][CH:24]=1)=[O:10])[C:2]1[CH:7]=[CH:6][CH:5]=[CH:4][CH:3]=1, predict the reactants needed to synthesize it. (4) Given the product [CH3:1][O:2][C:3]1[CH:4]=[C:5]2[C:10](=[CH:11][CH:12]=1)[CH:9]=[C:8]([C:18]#[C:17][C:15]([CH3:16])([OH:19])[CH3:14])[CH:7]=[CH:6]2, predict the reactants needed to synthesize it. The reactants are: [CH3:1][O:2][C:3]1[CH:4]=[C:5]2[C:10](=[CH:11][CH:12]=1)[CH:9]=[C:8](Br)[CH:7]=[CH:6]2.[CH3:14][C:15]([OH:19])([C:17]#[CH:18])[CH3:16]. (5) Given the product [CH3:1][N:2]([CH3:23])[CH:3]1[CH2:4][CH2:5][CH:6]([N:9]([CH2:20][CH2:21][OH:22])[C:32](=[O:33])[O:34][C:35]([CH3:36])([CH3:37])[CH3:38])[CH2:7][CH2:8]1, predict the reactants needed to synthesize it. The reactants are: [CH3:1][N:2]([CH3:23])[CH:3]1[CH2:8][CH2:7][CH:6]([N:9]([CH2:20][CH2:21][OH:22])C(=O)OCC2C=CC=CC=2)[CH2:5][CH2:4]1.[C:32](O[C:32]([O:34][C:35]([CH3:38])([CH3:37])[CH3:36])=[O:33])([O:34][C:35]([CH3:38])([CH3:37])[CH3:36])=[O:33].